This data is from Full USPTO retrosynthesis dataset with 1.9M reactions from patents (1976-2016). The task is: Predict the reactants needed to synthesize the given product. (1) The reactants are: [CH3:1][C:2]1[C:6]([C:7]([NH:9][N:10]2[CH2:15][CH2:14][CH2:13][CH2:12][CH2:11]2)=[O:8])=[N:5][N:4]([C:16]2[CH:17]=[CH:18][C:19]([Cl:23])=[CH:20][C:21]=2[Cl:22])[C:3]=1[C:24]1[CH:25]=[CH:26][C:27]([Cl:30])=[CH:28][CH:29]=1.C([O-])(=O)/C=C/C([O-])=O.[OH-].[Na+]. Given the product [CH3:1][C:2]1[C:6]([C:7]([NH:9][N:10]2[CH2:11][CH2:12][CH2:13][CH2:14][CH2:15]2)=[O:8])=[N:5][N:4]([C:16]2[CH:17]=[CH:18][C:19]([Cl:23])=[CH:20][C:21]=2[Cl:22])[C:3]=1[C:24]1[CH:25]=[CH:26][C:27]([Cl:30])=[CH:28][CH:29]=1, predict the reactants needed to synthesize it. (2) Given the product [NH2:36][CH2:35][C:32]1([C:30]([N:15]2[CH2:16][CH:17]([C:19]3[CH:24]=[CH:23][C:22]([O:25][C:26]([F:29])([F:27])[F:28])=[CH:21][CH:20]=3)[CH2:18][CH:13]([C:11]3[O:10][N:9]=[C:8]([C:4]4[CH:5]=[CH:6][CH:7]=[C:2]([F:1])[CH:3]=4)[N:12]=3)[CH2:14]2)=[O:31])[CH2:34][CH2:33]1, predict the reactants needed to synthesize it. The reactants are: [F:1][C:2]1[CH:3]=[C:4]([C:8]2[N:12]=[C:11]([CH:13]3[CH2:18][CH:17]([C:19]4[CH:24]=[CH:23][C:22]([O:25][C:26]([F:29])([F:28])[F:27])=[CH:21][CH:20]=4)[CH2:16][N:15]([C:30]([C:32]4([CH2:35][NH:36]C(=O)OC(C)(C)C)[CH2:34][CH2:33]4)=[O:31])[CH2:14]3)[O:10][N:9]=2)[CH:5]=[CH:6][CH:7]=1.FC(F)(F)C(O)=O. (3) Given the product [Cl:1][C:2]1[CH:7]=[CH:6][C:5]([OH:8])=[C:4]([C:9]2[N:14]=[C:13]([NH:16][C@H:17]([CH2:21][CH3:22])[C:18]([NH2:20])=[O:19])[CH:12]=[CH:11][N:10]=2)[CH:3]=1, predict the reactants needed to synthesize it. The reactants are: [Cl:1][C:2]1[CH:7]=[CH:6][C:5]([OH:8])=[C:4]([C:9]2[N:14]=[C:13](Cl)[CH:12]=[CH:11][N:10]=2)[CH:3]=1.[NH2:16][C@H:17]([CH2:21][CH3:22])[C:18]([NH2:20])=[O:19]. (4) Given the product [CH3:29][O:30][C:31]([C:2]1[C:6]2[N:7]([CH2:10][C:11]3[CH:16]=[CH:15][C:14]([C:17]([F:20])([F:19])[F:18])=[CH:13][CH:12]=3)[CH:8]=[CH:9][C:5]=2[S:4][CH:3]=1)=[O:32], predict the reactants needed to synthesize it. The reactants are: Br[C:2]1[C:6]2[N:7]([CH2:10][C:11]3[CH:16]=[CH:15][C:14]([C:17]([F:20])([F:19])[F:18])=[CH:13][CH:12]=3)[CH:8]=[CH:9][C:5]=2[S:4][CH:3]=1.CCN(CC)CC.C[CH2:29][O:30][C:31](C)=[O:32].O. (5) Given the product [CH2:3]([CH:2]1[CH2:1][O:12][C:28]2([O:32][CH2:37][CH:36]([CH2:16][CH2:17][CH2:18][CH2:19][CH2:20][CH2:15][CH2:13][CH3:14])[O:35]2)[O:11]1)[CH2:4][CH2:5][CH2:6][CH2:7][CH2:8][CH2:9][CH3:10], predict the reactants needed to synthesize it. The reactants are: [CH2:1]([OH:12])[CH:2]([OH:11])[CH2:3][CH2:4][CH2:5][CH2:6][CH2:7][CH2:8][CH2:9][CH3:10].[CH2:13]([C:15]1[CH:20]=[CH:19][C:18](S(O)(=O)=O)=[CH:17][CH:16]=1)[CH3:14].C(O[C:28]([O:35][CH2:36][CH3:37])([O:32]CC)OCC)C.